Dataset: Catalyst prediction with 721,799 reactions and 888 catalyst types from USPTO. Task: Predict which catalyst facilitates the given reaction. Reactant: [CH2:1](Br)[C:2]1[CH:7]=[CH:6][CH:5]=[CH:4][CH:3]=1.[CH:9]([C:11]1[CH:19]=[CH:18][C:14]([C:15]([OH:17])=[O:16])=[CH:13][C:12]=1[OH:20])=[O:10].C(=O)([O-])[O-].[K+].[K+]. Product: [CH2:1]([O:16][C:15](=[O:17])[C:14]1[CH:18]=[CH:19][C:11]([CH:9]=[O:10])=[C:12]([O:20][CH2:1][C:2]2[CH:7]=[CH:6][CH:5]=[CH:4][CH:3]=2)[CH:13]=1)[C:2]1[CH:7]=[CH:6][CH:5]=[CH:4][CH:3]=1. The catalyst class is: 3.